From a dataset of Experimentally validated miRNA-target interactions with 360,000+ pairs, plus equal number of negative samples. Binary Classification. Given a miRNA mature sequence and a target amino acid sequence, predict their likelihood of interaction. The miRNA is hsa-miR-1915-3p with sequence CCCCAGGGCGACGCGGCGGG. The protein sequence of the target gene is MDASAEQSLPEPGSQDSVAGEDIEIVVNVGGVRQVLYGDLLSQYPETRLAELINCLAGGYDTIFSLCDDYDPGKREFYFDRDPDAFKCVIEVYYFGEVHMKKGICPICFKNEMDFWKVDLKFLDDCCKSHLSEKREELEEIARRVQLILDDLGVDAAEGRWRRCQKCVWKFLEKPESSCPARVVAVLSFLLILVSSVVMCMGTIPELQVVDSEGNRVEHPTLENVETACIGWFTLEYLLRLFSSPNKLHFALSFMNIVDVLAILPFYVSLTLTHLGARMMELTNVQQAVQALRIMRIARI.... Result: 0 (no interaction).